This data is from Peptide-MHC class I binding affinity with 185,985 pairs from IEDB/IMGT. The task is: Regression. Given a peptide amino acid sequence and an MHC pseudo amino acid sequence, predict their binding affinity value. This is MHC class I binding data. (1) The peptide sequence is AVRITWYSKNF. The MHC is Mamu-B17 with pseudo-sequence Mamu-B17. The binding affinity (normalized) is 0. (2) The peptide sequence is ILCGLILFFV. The MHC is HLA-A02:01 with pseudo-sequence HLA-A02:01. The binding affinity (normalized) is 0.347. (3) The peptide sequence is FHERGYVKL. The MHC is HLA-B35:01 with pseudo-sequence HLA-B35:01. The binding affinity (normalized) is 0.0847. (4) The peptide sequence is KTEHCDDFM. The MHC is HLA-A02:02 with pseudo-sequence HLA-A02:02. The binding affinity (normalized) is 0.209. (5) The peptide sequence is QPWTPVSSF. The MHC is HLA-A30:01 with pseudo-sequence HLA-A30:01. The binding affinity (normalized) is 0.0847.